Dataset: Forward reaction prediction with 1.9M reactions from USPTO patents (1976-2016). Task: Predict the product of the given reaction. (1) Given the reactants [F:1][C:2]1[CH:3]=[CH:4][C:5]([O:12][CH3:13])=[C:6]([C:8](O)([CH3:10])[CH3:9])[CH:7]=1.[CH2:14]([O:16][C:17](=[O:25])[C:18]([O:20][Si](C)(C)C)=[CH2:19])[CH3:15], predict the reaction product. The product is: [CH2:14]([O:16][C:17](=[O:25])[C:18](=[O:19])[CH2:20][C:8]([C:6]1[CH:7]=[C:2]([F:1])[CH:3]=[CH:4][C:5]=1[O:12][CH3:13])([CH3:10])[CH3:9])[CH3:15]. (2) Given the reactants [CH2:1]([O:8][C:9]1[CH:17]=[CH:16][C:12]([C:13]([OH:15])=O)=[CH:11][CH:10]=1)[C:2]1[CH:7]=[CH:6][CH:5]=[CH:4][CH:3]=1.[NH:18]1[CH2:23][CH2:22][CH2:21][CH2:20][CH2:19]1.C([O-])(O)=O.[Na+], predict the reaction product. The product is: [CH2:1]([O:8][C:9]1[CH:10]=[CH:11][C:12]([C:13]([N:18]2[CH2:23][CH2:22][CH2:21][CH2:20][CH2:19]2)=[O:15])=[CH:16][CH:17]=1)[C:2]1[CH:3]=[CH:4][CH:5]=[CH:6][CH:7]=1. (3) Given the reactants [Cl:1][C:2]1[N:7]=[C:6]([NH:8][NH2:9])[C:5]([O:10][CH3:11])=[CH:4][N:3]=1.C(O)(C)C.[N:16]#[C:17]Br.C([O-])([O-])=O.[Na+].[Na+], predict the reaction product. The product is: [NH2:16][C:17]1[N:7]2[C:2]([Cl:1])=[N:3][CH:4]=[C:5]([O:10][CH3:11])[C:6]2=[N:8][N:9]=1. (4) Given the reactants [N:1]#[C:2]Br.[C:4]1([OH:12])[CH:11]=[C:9]([CH3:10])[CH:8]=[C:6]([OH:7])[CH:5]=1.[N-:13]=[N+:14]=[N-:15].[Na+].C([O-])(O)=O.[Na+], predict the reaction product. The product is: [CH3:10][C:9]1[CH:11]=[C:4]([OH:12])[CH:5]=[C:6]([O:7][C:2]2[NH:1][N:15]=[N:14][N:13]=2)[CH:8]=1. (5) Given the reactants CN(C(ON1N=NC2C=CC=NC1=2)=[N+](C)C)C.F[P-](F)(F)(F)(F)F.[F:25][C:26]1([F:35])[CH2:31][O:30][CH:29]([C:32]([OH:34])=O)[CH2:28][CH2:27]1.CCN(C(C)C)C(C)C.O[N:46]=[C:47]([C:49]1[CH:50]=[CH:51][C:52]([CH3:67])=[C:53]([NH:55][C:56]([C:58]2[N:62]3[CH:63]=[CH:64][CH:65]=[CH:66][C:61]3=[N:60][CH:59]=2)=[O:57])[CH:54]=1)[NH2:48], predict the reaction product. The product is: [F:35][C:26]1([F:25])[CH2:31][O:30][CH:29]([C:32]2[O:34][N:46]=[C:47]([C:49]3[CH:50]=[CH:51][C:52]([CH3:67])=[C:53]([NH:55][C:56]([C:58]4[N:62]5[CH:63]=[CH:64][CH:65]=[CH:66][C:61]5=[N:60][CH:59]=4)=[O:57])[CH:54]=3)[N:48]=2)[CH2:28][CH2:27]1. (6) Given the reactants Cl[CH2:2][CH2:3][O:4][CH2:5][CH2:6][OH:7].[OH:8][C:9]1[CH:19]=[CH:18][C:12]([C:13]([O:15][CH2:16][CH3:17])=[O:14])=[CH:11][CH:10]=1.C(=O)([O-])[O-].[K+].[K+], predict the reaction product. The product is: [OH:7][CH2:6][CH2:5][O:4][CH2:3][CH2:2][O:8][C:9]1[CH:10]=[CH:11][C:12]([C:13]([O:15][CH2:16][CH3:17])=[O:14])=[CH:18][CH:19]=1.